The task is: Predict the product of the given reaction.. This data is from Forward reaction prediction with 1.9M reactions from USPTO patents (1976-2016). (1) The product is: [ClH:1].[ClH:1].[CH2:3]([C:7]1[N:8]=[N:9][C:10]([O:30][CH:31]2[CH2:36][CH2:35][N:34]([CH3:38])[CH2:33][CH2:32]2)=[C:11]([C:26]([F:28])([F:27])[F:29])[C:12]=1[C:13]1[CH:14]=[CH:15][C:16]([O:19][CH:20]2[CH2:21][CH2:22][CH2:23][CH2:24][CH2:25]2)=[CH:17][CH:18]=1)[CH2:4][CH2:5][CH3:6]. Given the reactants [ClH:1].Cl.[CH2:3]([C:7]1[N:8]=[N:9][C:10]([O:30][CH:31]2[CH2:36][CH2:35][NH:34][CH2:33][CH2:32]2)=[C:11]([C:26]([F:29])([F:28])[F:27])[C:12]=1[C:13]1[CH:18]=[CH:17][C:16]([O:19][CH:20]2[CH2:25][CH2:24][CH2:23][CH2:22][CH2:21]2)=[CH:15][CH:14]=1)[CH2:4][CH2:5][CH3:6].Cl.[CH2:38](OCC)C, predict the reaction product. (2) Given the reactants [C:1]([C:3]1[CH:26]=[CH:25][C:6]([CH2:7][NH:8][C:9](=[O:24])[CH:10]([C:14]2[C:19]([F:20])=[CH:18][CH:17]=[C:16]([CH:21]=O)[C:15]=2[F:23])[O:11][CH2:12][CH3:13])=[CH:5][CH:4]=1)#[N:2].[NH2:27][C:28]1[CH:33]=[CH:32][CH:31]=[CH:30][CH:29]=1.[BH4-].[Na+], predict the reaction product. The product is: [C:1]([C:3]1[CH:26]=[CH:25][C:6]([CH2:7][NH:8][C:9](=[O:24])[CH:10]([C:14]2[C:19]([F:20])=[CH:18][CH:17]=[C:16]([CH2:21][NH:27][C:28]3[CH:33]=[CH:32][CH:31]=[CH:30][CH:29]=3)[C:15]=2[F:23])[O:11][CH2:12][CH3:13])=[CH:5][CH:4]=1)#[N:2]. (3) Given the reactants C([C@H]([C@@H](C([O-])=O)O)O)([O-])=[O:2].[OH:11][C:12]1[CH:17]=[CH:16][C:15]([C@H:18]([OH:34])[C@@H:19]([N:21]2[CH2:26][CH2:25][C:24]([OH:33])([C:27]3[CH:32]=[CH:31][CH:30]=[CH:29][CH:28]=3)[CH2:23][CH2:22]2)[CH3:20])=[CH:14][CH:13]=1.[CH3:35][S:36](O)(=[O:38])=[O:37], predict the reaction product. The product is: [OH2:2].[OH2:11].[OH2:37].[S:36]([O:34][C@@H:18]([C:15]1[CH:16]=[CH:17][C:12]([OH:11])=[CH:13][CH:14]=1)[C@@H:19]([N:21]1[CH2:22][CH2:23][C:24]([OH:33])([C:27]2[CH:28]=[CH:29][CH:30]=[CH:31][CH:32]=2)[CH2:25][CH2:26]1)[CH3:20])(=[O:38])(=[O:37])[CH3:35]. (4) Given the reactants [CH2:1]([C:5]1(O)[CH2:14][CH2:13][C:12]2[C:7](=[C:8]([F:16])[C:9]([F:15])=[CH:10][CH:11]=2)[O:6]1)[CH2:2][CH2:3][CH3:4].Br[CH2:19][C@H:20]1[CH2:25][CH2:24][C@H:23]([CH2:26][CH2:27][CH2:28][CH2:29][CH3:30])[CH2:22][CH2:21]1.C(=O)([O-])[O-:32].[K+].[K+].Cl, predict the reaction product. The product is: [CH2:1]([CH:5]1[CH2:14][CH2:13][C:12]2[C:7](=[C:8]([F:16])[C:9]([F:15])=[C:10]([O:32][CH2:19][C@H:20]3[CH2:25][CH2:24][C@H:23]([CH2:26][CH2:27][CH2:28][CH2:29][CH3:30])[CH2:22][CH2:21]3)[CH:11]=2)[O:6]1)[CH2:2][CH2:3][CH3:4]. (5) Given the reactants [C:1]1([NH:7][C:8]2[CH:16]=[CH:15][CH:14]=[CH:13][C:9]=2[C:10]([NH2:12])=[O:11])[CH:6]=[CH:5][CH:4]=[CH:3][CH:2]=1.[C:17](Cl)(=O)[CH2:18][CH3:19].C(=O)(O)[O-].[Na+], predict the reaction product. The product is: [CH2:18]([C:19]1[N:7]([C:1]2[CH:2]=[CH:3][CH:4]=[CH:5][CH:6]=2)[C:8]2[C:9]([C:10](=[O:11])[N:12]=1)=[CH:13][CH:14]=[CH:15][CH:16]=2)[CH3:17]. (6) Given the reactants [Cl-].[Al+3].[Cl-].[Cl-].[Cl:5][CH2:6][C:7](Cl)=[O:8].[C:10]1([CH2:16][CH2:17][NH:18][C:19](=[O:21])[CH3:20])[CH:15]=[CH:14][CH:13]=[CH:12][CH:11]=1, predict the reaction product. The product is: [Cl:5][CH2:6][C:7]([C:13]1[CH:14]=[CH:15][C:10]([CH2:16][CH2:17][NH:18][C:19](=[O:21])[CH3:20])=[CH:11][CH:12]=1)=[O:8]. (7) Given the reactants [OH:1][C:2]1[CH:6]=[C:5]([N:7]2[C:11]3[CH:12]=[CH:13][C:14](OC(F)(F)F)=[CH:15][C:10]=3[N:9]=[CH:8]2)[S:4][C:3]=1[C:21]([O:23][CH3:24])=[O:22].[Cl:25][C:26]1[C:31]([O:32][Si:33]([C:36]([CH3:39])([CH3:38])[CH3:37])([CH3:35])[CH3:34])=[CH:30][CH:29]=[CH:28][C:27]=1[C@@H:40](O)[CH3:41].[C:43]1(P(C2C=CC=CC=2)C2C=CC=CC=2)[CH:48]=CC=C[CH:44]=1.CC(O[C:67](/[N:69]=[N:70]/C(OC(C)(C)C)=O)=O)(C)C, predict the reaction product. The product is: [Cl:25][C:26]1[C:31]([O:32][Si:33]([C:36]([CH3:39])([CH3:38])[CH3:37])([CH3:35])[CH3:34])=[CH:30][CH:29]=[CH:28][C:27]=1[C@H:40]([O:1][C:2]1[CH:6]=[C:5]([N:7]2[C:11]3[CH:12]=[CH:13][C:14]([C:43]4[CH:48]=[N:70][N:69]([CH3:67])[CH:44]=4)=[CH:15][C:10]=3[N:9]=[CH:8]2)[S:4][C:3]=1[C:21]([O:23][CH3:24])=[O:22])[CH3:41]. (8) Given the reactants [F:1][C:2]1[CH:7]=[CH:6][CH:5]=[C:4]([CH3:8])[C:3]=1[CH:9]1[CH2:14][CH2:13][N:12]([C:15]([C:17]2[CH:22]=[CH:21][CH:20]=[C:19]([N:23]3[CH2:28][CH2:27][N:26]([CH3:29])[CH2:25][CH2:24]3)[N:18]=2)=[O:16])[CH2:11][CH2:10]1.[ClH:30], predict the reaction product. The product is: [ClH:30].[F:1][C:2]1[CH:7]=[CH:6][CH:5]=[C:4]([CH3:8])[C:3]=1[CH:9]1[CH2:14][CH2:13][N:12]([C:15]([C:17]2[CH:22]=[CH:21][CH:20]=[C:19]([N:23]3[CH2:28][CH2:27][N:26]([CH3:29])[CH2:25][CH2:24]3)[N:18]=2)=[O:16])[CH2:11][CH2:10]1.